From a dataset of Full USPTO retrosynthesis dataset with 1.9M reactions from patents (1976-2016). Predict the reactants needed to synthesize the given product. (1) Given the product [C:1]1([C:32]2[CH:33]=[CH:34][CH:35]=[CH:36][CH:37]=2)[CH:2]=[CH:3][C:4]([CH2:7][O:8][C:9]2[CH:10]=[CH:11][C:12]([CH2:15][CH2:16][CH2:17][O:18][C:19]3[CH:29]=[CH:28][C:22]([C:23]([O:25][CH2:26][CH3:27])=[O:24])=[CH:21][C:20]=3[C:30]([OH:41])=[O:31])=[CH:13][CH:14]=2)=[CH:5][CH:6]=1, predict the reactants needed to synthesize it. The reactants are: [C:1]1([C:32]2[CH:37]=[CH:36][CH:35]=[CH:34][CH:33]=2)[CH:6]=[CH:5][C:4]([CH2:7][O:8][C:9]2[CH:14]=[CH:13][C:12]([CH2:15][CH2:16][CH2:17][O:18][C:19]3[CH:29]=[CH:28][C:22]([C:23]([O:25][CH2:26][CH3:27])=[O:24])=[CH:21][C:20]=3[CH:30]=[O:31])=[CH:11][CH:10]=2)=[CH:3][CH:2]=1.C1C[O:41]CC1.Cl([O-])=O.[Na+].S(=O)(=O)(O)N. (2) Given the product [CH2:1]([N:8]1[CH2:14][C:13]2[N:15]=[CH:16][C:17]([C:20]3[CH2:24][CH2:23][CH2:22][CH:21]=3)=[N:18][C:12]=2[O:11][CH2:10][CH2:9]1)[C:2]1[CH:7]=[CH:6][CH:5]=[CH:4][CH:3]=1, predict the reactants needed to synthesize it. The reactants are: [CH2:1]([N:8]1[CH2:14][C:13]2[N:15]=[CH:16][C:17](Cl)=[N:18][C:12]=2[O:11][CH2:10][CH2:9]1)[C:2]1[CH:7]=[CH:6][CH:5]=[CH:4][CH:3]=1.[C:20]1(B(O)O)[CH2:24][CH2:23][CH2:22][CH:21]=1.C(=O)([O-])[O-].[Na+].[Na+].O. (3) Given the product [NH2:16][CH2:1][C:3]1[N:4]=[C:5]([C:8]2[N:9]=[CH:10][N:11]([CH3:13])[CH:12]=2)[NH:6][CH:7]=1, predict the reactants needed to synthesize it. The reactants are: [CH:1]([C:3]1[N:4]=[C:5]([C:8]2[N:9]=[CH:10][N:11]([CH3:13])[CH:12]=2)[NH:6][CH:7]=1)=O.[H][H].[NH3:16]. (4) Given the product [F:16][C:13]1[CH:14]=[CH:15][C:10]([C:8]2[O:9][C:5]3[CH:4]=[C:3]([N:22]([CH2:27][CH2:28][CH2:29][F:30])[S:23]([CH3:26])(=[O:25])=[O:24])[C:2]([C:44]4[CH:45]=[CH:46][C:41]([O:40][CH3:39])=[C:42]([C:56]5[O:64][C:63]6[C:58](=[N:59][CH:60]=[CH:61][CH:62]=6)[CH:57]=5)[CH:43]=4)=[CH:21][C:6]=3[C:7]=2[C:17]([NH:19][CH3:20])=[O:18])=[CH:11][CH:12]=1, predict the reactants needed to synthesize it. The reactants are: Br[C:2]1[C:3]([N:22]([CH2:27][CH2:28][CH2:29][F:30])[S:23]([CH3:26])(=[O:25])=[O:24])=[CH:4][C:5]2[O:9][C:8]([C:10]3[CH:15]=[CH:14][C:13]([F:16])=[CH:12][CH:11]=3)=[C:7]([C:17]([NH:19][CH3:20])=[O:18])[C:6]=2[CH:21]=1.[O-]P([O-])([O-])=O.[K+].[K+].[K+].[CH3:39][O:40][C:41]1[CH:46]=[CH:45][C:44](B2OC(C)(C)C(C)(C)O2)=[CH:43][C:42]=1[C:56]1[O:64][C:63]2[C:58](=[N:59][CH:60]=[CH:61][CH:62]=2)[CH:57]=1. (5) Given the product [CH2:5]([N:12]1[CH2:16][CH2:15][C:14]2([CH2:21][CH2:20][C:19]([C:23]3[CH:24]=[N:25][CH:26]=[CH:27][CH:28]=3)=[CH:18][CH2:17]2)[CH2:13]1)[C:6]1[CH:7]=[CH:8][CH:9]=[CH:10][CH:11]=1, predict the reactants needed to synthesize it. The reactants are: O=S(Cl)Cl.[CH2:5]([N:12]1[CH2:16][CH2:15][C:14]2([CH2:21][CH2:20][C:19]([C:23]3[CH:24]=[N:25][CH:26]=[CH:27][CH:28]=3)(O)[CH2:18][CH2:17]2)[CH2:13]1)[C:6]1[CH:11]=[CH:10][CH:9]=[CH:8][CH:7]=1. (6) Given the product [Cl:16][C:11]1[CH:12]=[CH:13][CH:14]=[CH:15][C:10]=1[C:7]1[CH:8]=[CH:9][C:4]([C:3]([OH:17])=[O:2])=[CH:5][N:6]=1, predict the reactants needed to synthesize it. The reactants are: C[O:2][C:3](=[O:17])[C:4]1[CH:9]=[CH:8][C:7]([C:10]2[CH:15]=[CH:14][CH:13]=[CH:12][C:11]=2[Cl:16])=[N:6][CH:5]=1.CO.O.O[Li].O. (7) Given the product [C:31]([O:34][C:35]([NH:1][CH:2]([CH2:16][C:17]1[CH:22]=[CH:21][CH:20]=[CH:19][CH:18]=1)[CH2:3][CH2:4][CH2:5][C:6]1[CH:15]=[CH:14][CH:13]=[CH:12][C:7]=1[C:8]([O:10][CH3:11])=[O:9])=[O:36])([CH3:33])([CH3:32])[CH3:30], predict the reactants needed to synthesize it. The reactants are: [NH2:1][CH:2]([CH2:16][C:17]1[CH:22]=[CH:21][CH:20]=[CH:19][CH:18]=1)[CH2:3][CH2:4][CH2:5][C:6]1[CH:15]=[CH:14][CH:13]=[CH:12][C:7]=1[C:8]([O:10][CH3:11])=[O:9].CCN(CC)CC.[CH3:30][C:31]([O:34][C:35](O[C:35]([O:34][C:31]([CH3:33])([CH3:32])[CH3:30])=[O:36])=[O:36])([CH3:33])[CH3:32].CC(=O)OCC.